From a dataset of Reaction yield outcomes from USPTO patents with 853,638 reactions. Predict the reaction yield, written as a fraction of the theoretical maximum amount of product (1.0 means a 100% yield; for example, 0.34 means a 34% yield). (1) The reactants are [OH:1][C:2]([CH3:41])([CH3:40])[CH2:3][O:4][C@H:5]1[CH2:10][CH2:9][C@H:8]([N:11]2[C:16](=[O:17])[C:15]([CH2:18][C:19]3[CH:24]=[CH:23][C:22]([C:25]4[C:26]([C:31]#[N:32])=[CH:27][CH:28]=[CH:29][CH:30]=4)=[CH:21][CH:20]=3)=[C:14]([CH2:33][CH2:34][CH3:35])[N:13]3[N:36]=[C:37]([CH3:39])[N:38]=[C:12]23)[CH2:7][CH2:6]1.[C:42](OC(=O)C)(=[O:44])[CH3:43].N1C=CC=CC=1. The catalyst is C(OCC)(=O)C. The product is [C:42]([O:1][C:2]([CH3:40])([CH3:41])[CH2:3][O:4][C@H:5]1[CH2:10][CH2:9][C@H:8]([N:11]2[C:16](=[O:17])[C:15]([CH2:18][C:19]3[CH:24]=[CH:23][C:22]([C:25]4[CH:30]=[CH:29][CH:28]=[CH:27][C:26]=4[C:31]#[N:32])=[CH:21][CH:20]=3)=[C:14]([CH2:33][CH2:34][CH3:35])[N:13]3[N:36]=[C:37]([CH3:39])[N:38]=[C:12]23)[CH2:7][CH2:6]1)(=[O:44])[CH3:43]. The yield is 0.470. (2) The reactants are CCCP(=O)=O.[NH2:7][C:8]1[C:16]([Br:17])=[CH:15][CH:14]=[CH:13][C:9]=1[C:10]([OH:12])=O.[CH:18]1([NH2:22])[CH2:21][CH2:20][CH2:19]1. The catalyst is CCOC(C)=O. The product is [NH2:7][C:8]1[C:16]([Br:17])=[CH:15][CH:14]=[CH:13][C:9]=1[C:10]([NH:22][CH:18]1[CH2:21][CH2:20][CH2:19]1)=[O:12]. The yield is 0.850. (3) The catalyst is C1COCC1. The product is [NH2:1][C:2]1[N:10]=[C:9]2[C:5]([N:6]=[CH:7][N:8]2[C@@H:11]2[O:15][C@@H:14]([CH2:16][O:17][P:36]([NH:50][C@@H:51]([CH3:58])[C:52]([O:54][CH:55]([CH3:57])[CH3:56])=[O:53])([O:35][C:34]3[CH:33]=[CH:32][C:31]([Cl:30])=[CH:60][CH:59]=3)=[O:37])[C@@H:13]([OH:18])[C@:12]2([F:20])[CH3:19])=[C:4]([O:21][CH2:22][CH3:23])[N:3]=1. The reactants are [NH2:1][C:2]1[N:10]=[C:9]2[C:5]([N:6]=[CH:7][N:8]2[C@@H:11]2[O:15][C@H:14]([CH2:16][OH:17])[C@@H:13]([OH:18])[C@:12]2([F:20])[CH3:19])=[C:4]([O:21][CH2:22][CH3:23])[N:3]=1.C([Mg]Cl)(C)(C)C.[Cl:30][C:31]1[CH:60]=[CH:59][C:34]([O:35][P:36]([NH:50][C@@H:51]([CH3:58])[C:52]([O:54][CH:55]([CH3:57])[CH3:56])=[O:53])(OC2C(F)=C(F)C(F)=C(F)C=2F)=[O:37])=[CH:33][CH:32]=1.O. The yield is 0.720. (4) The reactants are C(Cl)(=O)C(Cl)=O.[CH2:7]([NH:10][C:11](=O)[CH3:12])[CH2:8][CH3:9].N1C(C)=CC=CC=1C.[CH:22]1([C@H:25]([NH:33][C:34]([CH2:36][C:37]2[CH:45]=[CH:44][CH:43]=[C:42]([F:46])[C:38]=2[C:39]([OH:41])=O)=[O:35])[C:26]2[CH:31]=[CH:30][CH:29]=[C:28]([F:32])[CH:27]=2)[CH2:24][CH2:23]1.Cl. The yield is 0.420. The catalyst is ClCCCl.[Cl-].[Na+].O. The product is [CH:22]1([C@H:25]([NH:33][C:34]([C:36]2[C:37]3[C:38](=[C:42]([F:46])[CH:43]=[CH:44][CH:45]=3)[C:39](=[O:41])[N:10]([CH2:7][CH2:8][CH3:9])[C:11]=2[CH3:12])=[O:35])[C:26]2[CH:31]=[CH:30][CH:29]=[C:28]([F:32])[CH:27]=2)[CH2:23][CH2:24]1. (5) The reactants are [CH2:1]([N:3]1[C:11]2[C:6](=[CH:7][CH:8]=[CH:9][CH:10]=2)[C:5]2[CH:12]=[C:13]([CH:16]=O)[CH:14]=[N:15][C:4]1=2)[CH3:2].[NH2:18][C:19]1[CH:20]=[C:21]([CH:25]=[CH:26][C:27]=1[NH:28][CH2:29][CH:30]1[CH2:32][CH2:31]1)[C:22]([OH:24])=[O:23]. The catalyst is C(O)(=O)C. The product is [CH:30]1([CH2:29][N:28]2[C:27]3[CH:26]=[CH:25][C:21]([C:22]([OH:24])=[O:23])=[CH:20][C:19]=3[N:18]=[C:16]2[C:13]2[CH:14]=[N:15][C:4]3[N:3]([CH2:1][CH3:2])[C:11]4[C:6]([C:5]=3[CH:12]=2)=[CH:7][CH:8]=[CH:9][CH:10]=4)[CH2:31][CH2:32]1. The yield is 0.250. (6) The reactants are [CH3:1][O:2][C:3](=[O:15])[C:4]1[CH:9]=[CH:8][C:7]([CH2:10][O:11][CH2:12][CH2:13][OH:14])=[CH:6][CH:5]=1.N1C=CN=C1.[CH3:21][C:22]([Si:25](Cl)([CH3:27])[CH3:26])([CH3:24])[CH3:23]. The catalyst is CN(C=O)C. The product is [CH3:1][O:2][C:3](=[O:15])[C:4]1[CH:5]=[CH:6][C:7]([CH2:10][O:11][CH2:12][CH2:13][O:14][Si:25]([C:22]([CH3:24])([CH3:23])[CH3:21])([CH3:27])[CH3:26])=[CH:8][CH:9]=1. The yield is 0.840. (7) The reactants are [N:1]([C:4]1[CH:11]=[C:10]([CH3:12])[C:7]([C:8]#[N:9])=[C:6]([CH3:13])[N:5]=1)=[C:2]=S.C(N(CC)CC)C.Cl.Cl.[NH2:23][CH2:24][C:25]1([OH:33])[CH:30]2[CH2:31][CH2:32][N:27]([CH2:28][CH2:29]2)[CH2:26]1.C(N=C=NC(C)C)(C)C. The catalyst is CN(C)C=O. The product is [N:27]12[CH2:32][CH2:31][CH:30]([CH2:29][CH2:28]1)[C@@:25]1([O:33][C:2]([NH:1][C:4]3[CH:11]=[C:10]([CH3:12])[C:7]([C:8]#[N:9])=[C:6]([CH3:13])[N:5]=3)=[N:23][CH2:24]1)[CH2:26]2. The yield is 0.660.